This data is from TAP: 5 developability metrics (CDR length, charge patches, hydrophobicity). The task is: Multi-output Regression. Predict 5 antibody developability metrics. (1) The antibody is ["['EVQLVQSGAEVKKPGSSVKVSCKASGGTFSSYAISWVRQAPGQGLEWMGGIIPIFGTANYAQKFQGRVTITADKSTSTAYMELSSLRSEDTAVYYCARAPLRFLEWSTQDHYYYYYMDVWGKGTTVTVSS'\\n 'SSELTQDPAVSVALGQTVRITCQGDSLRSYYATWYQQKPGQAPILVIYGENKRPSGIPDRFSGSSSGNTASLTITGAQAEDEADYYCKSRDGSGQHLVFGGGTKLTVL']"]. Developability metrics: CDR_Length=59.0, PSH=165, PPC=1.51, PNC=0.0706, SFvCSP=0.210. (2) The antibody is ["['QVQLKQSGPGLVQPSQSLSITCTVSGFSLTNYGVHWVRQSPGKGLEWLGVIWSGGNTDYNTPFTSRLSINKDNSKSQVFFKMNSLQSNDTAIYYCARALTYYDYEFAYWGQGTLVTVSA'\\n 'DILLTQSPVILSVSPGERVSFSCRASQSIGTNIHWYQQRTNGSPRLLIKYASESISGIPSRFSGSGSGTDFTLSINSVESEDIADYYCQQNNNWPTTFGAGTKLELK']"]. Developability metrics: CDR_Length=46.0, PSH=103, PPC=0, PNC=0, SFvCSP=-3.00.